From a dataset of Full USPTO retrosynthesis dataset with 1.9M reactions from patents (1976-2016). Predict the reactants needed to synthesize the given product. (1) Given the product [CH:2]([C:3]1[CH:4]=[CH:5][C:6]([C:9]2[CH:13]=[C:12]([C:14]([NH2:16])=[O:15])[O:11][N:10]=2)=[CH:7][CH:8]=1)=[O:1], predict the reactants needed to synthesize it. The reactants are: [OH:1][CH2:2][C:3]1[CH:8]=[CH:7][C:6]([C:9]2[CH:13]=[C:12]([C:14]([NH2:16])=[O:15])[O:11][N:10]=2)=[CH:5][CH:4]=1.CC(OI1(OC(C)=O)(OC(C)=O)OC(=O)C2C=CC=CC1=2)=O.O. (2) Given the product [CH3:3][O:4][C:5]1[N:10]=[C:9]2[NH:11][C:12]3[C:17]([C:18]([OH:20])=[O:19])=[CH:16][C:15]([C:22]4[CH:23]=[CH:24][C:25]([O:28][CH3:29])=[CH:26][CH:27]=4)=[N:14][C:13]=3[C:8]2=[CH:7][CH:6]=1, predict the reactants needed to synthesize it. The reactants are: [OH-].[Na+].[CH3:3][O:4][C:5]1[N:10]=[C:9]2[NH:11][C:12]3[C:17]([C:18]([O:20]C)=[O:19])=[CH:16][C:15]([C:22]4[CH:27]=[CH:26][C:25]([O:28][CH3:29])=[CH:24][CH:23]=4)=[N:14][C:13]=3[C:8]2=[CH:7][CH:6]=1. (3) Given the product [CH2:1]([C:8]1[N:9]=[C:10]2[C:15]([C:16]([F:19])([F:18])[F:17])=[CH:14][CH:13]=[CH:12][N:11]2[C:20]=1[C:21]1[CH:26]=[CH:25][CH:24]=[C:23]([O:27][C:36]2[CH:35]=[CH:34][CH:33]=[C:32]([S:29]([CH3:28])(=[O:31])=[O:30])[CH:37]=2)[CH:22]=1)[C:2]1[CH:7]=[CH:6][CH:5]=[CH:4][CH:3]=1, predict the reactants needed to synthesize it. The reactants are: [CH2:1]([C:8]1[N:9]=[C:10]2[C:15]([C:16]([F:19])([F:18])[F:17])=[CH:14][CH:13]=[CH:12][N:11]2[C:20]=1[C:21]1[CH:22]=[C:23]([OH:27])[CH:24]=[CH:25][CH:26]=1)[C:2]1[CH:7]=[CH:6][CH:5]=[CH:4][CH:3]=1.[CH3:28][S:29]([C:32]1[CH:33]=[C:34](B(O)O)[CH:35]=[CH:36][CH:37]=1)(=[O:31])=[O:30].N1C=CC=CC=1.